From a dataset of Full USPTO retrosynthesis dataset with 1.9M reactions from patents (1976-2016). Predict the reactants needed to synthesize the given product. (1) Given the product [CH3:1][O:2][C:3]1[CH:4]=[C:5]([O:12][C:20]2[C:21]3[NH:28][CH:27]=[CH:26][C:22]=3[N:23]=[CH:24][N:25]=2)[CH:6]=[CH:7][C:8]=1[NH:9][C:45]([NH:44][C:40]1[CH:41]=[CH:42][CH:43]=[C:38]([C:37]([F:36])([F:47])[F:48])[CH:39]=1)=[O:46], predict the reactants needed to synthesize it. The reactants are: [CH3:1][O:2][C:3]1[CH:4]=[C:5]([OH:12])[CH:6]=[CH:7][C:8]=1[N+:9]([O-])=O.C(=O)([O-])[O-].[K+].[K+].Cl[C:20]1[C:21]2[NH:28][CH:27]=[CH:26][C:22]=2[N:23]=[CH:24][N:25]=1.C(N(CC)CC)C.[F:36][C:37]([F:48])([F:47])[C:38]1[CH:39]=[C:40]([N:44]=[C:45]=[O:46])[CH:41]=[CH:42][CH:43]=1. (2) Given the product [CH2:14]([N:16]([CH3:17])[CH:10]=[N:9][C:5]1[CH:6]=[C:7]([CH3:8])[C:2]([OH:1])=[CH:3][C:4]=1[CH3:13])[CH3:15], predict the reactants needed to synthesize it. The reactants are: [OH:1][C:2]1[C:7]([CH3:8])=[CH:6][C:5]([N:9]=[CH:10]OC)=[C:4]([CH3:13])[CH:3]=1.[CH2:14]([NH:16][CH3:17])[CH3:15]. (3) Given the product [C:1]([C:3]1[CH:8]=[C:7]([CH3:9])[CH:6]=[CH:5][C:4]=1[C:10]1[CH:15]=[C:14]([CH:16]([OH:21])[C:17]([F:18])([F:20])[F:19])[CH:13]=[C:12]([C:22]([OH:24])=[O:23])[CH:11]=1)#[N:2], predict the reactants needed to synthesize it. The reactants are: [C:1]([C:3]1[CH:8]=[C:7]([CH3:9])[CH:6]=[CH:5][C:4]=1[C:10]1[CH:15]=[C:14]([CH:16]([OH:21])[C:17]([F:20])([F:19])[F:18])[CH:13]=[C:12]([C:22]([O:24]C)=[O:23])[CH:11]=1)#[N:2].[OH-].[Li+].[NH4+].[Cl-].CCOC(C)=O.